From a dataset of NCI-60 drug combinations with 297,098 pairs across 59 cell lines. Regression. Given two drug SMILES strings and cell line genomic features, predict the synergy score measuring deviation from expected non-interaction effect. (1) Drug 1: C1=NC2=C(N=C(N=C2N1C3C(C(C(O3)CO)O)F)Cl)N. Drug 2: COCCOC1=C(C=C2C(=C1)C(=NC=N2)NC3=CC=CC(=C3)C#C)OCCOC.Cl. Cell line: SK-OV-3. Synergy scores: CSS=9.16, Synergy_ZIP=-5.76, Synergy_Bliss=-0.865, Synergy_Loewe=-2.00, Synergy_HSA=-1.29. (2) Drug 1: CC12CCC(CC1=CCC3C2CCC4(C3CC=C4C5=CN=CC=C5)C)O. Drug 2: CN(C)N=NC1=C(NC=N1)C(=O)N. Cell line: SK-MEL-2. Synergy scores: CSS=0.148, Synergy_ZIP=2.59, Synergy_Bliss=2.69, Synergy_Loewe=-4.10, Synergy_HSA=-1.56.